The task is: Predict which catalyst facilitates the given reaction.. This data is from Catalyst prediction with 721,799 reactions and 888 catalyst types from USPTO. (1) Reactant: Br[C:2]1[CH:8]=[C:7]([O:9][C:10]([F:13])([F:12])[F:11])[CH:6]=[CH:5][C:3]=1[NH2:4].C(N(CC)CC)C.CC1C=CC=CC=1P(C1C=CC=CC=1C)C1C=CC=CC=1C.[C:43]([O:47][CH2:48][CH3:49])(=[O:46])[CH:44]=[CH2:45]. Product: [NH2:4][C:3]1[CH:5]=[CH:6][C:7]([O:9][C:10]([F:13])([F:12])[F:11])=[CH:8][C:2]=1/[CH:45]=[CH:44]/[C:43]([O:47][CH2:48][CH3:49])=[O:46]. The catalyst class is: 274. (2) Reactant: [C:1](Cl)(=O)C.[Br:5][C:6]1[CH:11]=[CH:10][C:9]([CH:12]=[CH:13][C:14](=[O:18])[C:15]([OH:17])=[O:16])=[C:8]([F:19])[CH:7]=1. Product: [CH3:1][O:16][C:15](=[O:17])[C:14](=[O:18])[CH:13]=[CH:12][C:9]1[CH:10]=[CH:11][C:6]([Br:5])=[CH:7][C:8]=1[F:19]. The catalyst class is: 5. (3) Reactant: Br[C:2]1[CH:18]=[C:17]([CH3:19])[C:5]([O:6][Si:7]([CH:14]([CH3:16])[CH3:15])([CH:11]([CH3:13])[CH3:12])[CH:8]([CH3:10])[CH3:9])=[C:4]([CH3:20])[CH:3]=1.[Li]CCCC.[CH3:26][S:27]SC. Product: [CH3:19][C:17]1[CH:18]=[C:2]([S:27][CH3:26])[CH:3]=[C:4]([CH3:20])[C:5]=1[O:6][Si:7]([CH:14]([CH3:16])[CH3:15])([CH:11]([CH3:13])[CH3:12])[CH:8]([CH3:10])[CH3:9]. The catalyst class is: 1. (4) Reactant: C1(P(=O)(C2C=CC=CC=2)C2C=CC=CC=2)C=CC=CC=1.FC(F)(F)S(OS(C(F)(F)F)(=O)=O)(=O)=O.C([S:43][CH:44]([CH2:69][N:70]1[CH2:75][CH2:74][S:73](=[O:77])(=[O:76])[CH2:72][CH2:71]1)[CH2:45][NH:46][C:47]([C:49]1[NH:50][C:51]2[C:56]([CH:57]=1)=[CH:55][CH:54]=[CH:53][C:52]=2[N:58]([CH3:68])[S:59]([C:62]1[CH:67]=[CH:66][CH:65]=[CH:64][N:63]=1)(=[O:61])=[O:60])=O)C1C=CC=CC=1. Product: [O:77]=[S:73]1(=[O:76])[CH2:72][CH2:71][N:70]([CH2:69][CH:44]2[S:43][C:47]([C:49]3[NH:50][C:51]4[C:56]([CH:57]=3)=[CH:55][CH:54]=[CH:53][C:52]=4[N:58]([CH3:68])[S:59]([C:62]3[CH:67]=[CH:66][CH:65]=[CH:64][N:63]=3)(=[O:60])=[O:61])=[N:46][CH2:45]2)[CH2:75][CH2:74]1. The catalyst class is: 96. (5) Reactant: O[C@:2]12[CH2:19][CH2:18][C@@:16]3([CH3:17])[C@@H:12]([CH2:13][CH2:14][C:15]3=[O:20])[C@@H:11]1[CH2:10][CH2:9][C@H:8]1[C@:3]2([CH3:22])[CH2:4][CH2:5][C:6](=[O:21])[CH2:7]1.S(=O)(=O)(O)O. The catalyst class is: 2. Product: [CH3:17][C@:16]12[CH2:18][CH:19]=[C:2]3[C@@H:11]([CH2:10][CH2:9][C@H:8]4[C@:3]3([CH3:22])[CH2:4][CH2:5][C:6](=[O:21])[CH2:7]4)[C@@H:12]1[CH2:13][CH2:14][C:15]2=[O:20]. (6) Reactant: C(OC([N:8]1[CH2:12][CH2:11][C@@H:10]([C:13]2[NH:17][C:16](=[O:18])[S:15][N:14]=2)[CH2:9]1)=O)(C)(C)C.Cl.O1CCOCC1. Product: [NH:8]1[CH2:12][CH2:11][C@@H:10]([C:13]2[NH:17][C:16](=[O:18])[S:15][N:14]=2)[CH2:9]1. The catalyst class is: 5. (7) Reactant: O=[C:2]1[CH2:7][CH2:6][N:5](C(OC(C)(C)C)=O)[CH2:4][CH2:3]1.[ClH:15].[O:16]([NH2:18])[CH3:17].C(=O)(O)[O-].[Na+]. Product: [ClH:15].[CH3:17][O:16][N:18]=[C:2]1[CH2:3][CH2:4][NH:5][CH2:6][CH2:7]1. The catalyst class is: 20. (8) Reactant: [Si]([O:8][CH2:9][C@H:10]([NH:41]C(=O)OC(C)(C)C)[CH2:11][O:12][C:13]1[CH:18]=[CH:17][C:16]([C:19]([F:22])([F:21])[F:20])=[CH:15][C:14]=1[C:23](/[N:25]=[C:26]1\[S:27][C:28]([C:37]([CH3:40])([CH3:39])[CH3:38])=[CH:29][N:30]\1[CH2:31][C@H:32]1[CH2:36][CH2:35][CH2:34][O:33]1)=[O:24])(C(C)(C)C)(C)C.FC(F)(F)C(O)=O. Product: [NH2:41][C@H:10]([CH2:9][OH:8])[CH2:11][O:12][C:13]1[CH:18]=[CH:17][C:16]([C:19]([F:20])([F:22])[F:21])=[CH:15][C:14]=1[C:23](/[N:25]=[C:26]1\[S:27][C:28]([C:37]([CH3:40])([CH3:39])[CH3:38])=[CH:29][N:30]\1[CH2:31][C@H:32]1[CH2:36][CH2:35][CH2:34][O:33]1)=[O:24]. The catalyst class is: 2. (9) Reactant: Br[CH2:2][C:3]1[N:7]([CH3:8])[N:6]([C:9]2[CH:14]=[CH:13][C:12]([F:15])=[CH:11][CH:10]=2)[C:5](=[O:16])[C:4]=1[Cl:17].C(OC([N:25]1[CH2:30][CH:29]=[C:28]([C:31]2[CH:36]=[C:35]([Cl:37])[CH:34]=[CH:33][C:32]=2[O:38][CH3:39])[CH2:27][CH2:26]1)=O)(C)(C)C.C(=O)([O-])[O-].[K+].[K+]. Product: [Cl:17][C:4]1[C:5](=[O:16])[N:6]([C:9]2[CH:14]=[CH:13][C:12]([F:15])=[CH:11][CH:10]=2)[N:7]([CH3:8])[C:3]=1[CH2:2][N:25]1[CH2:26][CH:27]=[C:28]([C:31]2[CH:36]=[C:35]([Cl:37])[CH:34]=[CH:33][C:32]=2[O:38][CH3:39])[CH2:29][CH2:30]1. The catalyst class is: 10.